From a dataset of Catalyst prediction with 721,799 reactions and 888 catalyst types from USPTO. Predict which catalyst facilitates the given reaction. Reactant: FC(F)(F)S(O[C:7]1[CH:12]=[CH:11][C:10]([C:13]#[N:14])=[CH:9][C:8]=1[C:15]1[CH:20]=[CH:19][N:18]=[CH:17][CH:16]=1)(=O)=O.CC1(C)C(C)(C)OB([C:31]2[CH:48]=[CH:47][C:34]([O:35][CH2:36][C:37]3[CH:46]=[CH:45][C:44]4[C:39](=[CH:40][CH:41]=[CH:42][CH:43]=4)[N:38]=3)=[CH:33][CH:32]=2)O1.C([O-])([O-])=O.[Na+].[Na+]. Product: [N:18]1[CH:19]=[CH:20][C:15]([C:8]2[CH:9]=[C:10]([C:13]#[N:14])[CH:11]=[CH:12][C:7]=2[C:31]2[CH:32]=[CH:33][C:34]([O:35][CH2:36][C:37]3[CH:46]=[CH:45][C:44]4[C:39](=[CH:40][CH:41]=[CH:42][CH:43]=4)[N:38]=3)=[CH:47][CH:48]=2)=[CH:16][CH:17]=1. The catalyst class is: 12.